Dataset: Reaction yield outcomes from USPTO patents with 853,638 reactions. Task: Predict the reaction yield, written as a fraction of the theoretical maximum amount of product (1.0 means a 100% yield; for example, 0.34 means a 34% yield). (1) The reactants are Br[C:2]1(Br)[C:10]2[C:5](=[N:6][CH:7]=[C:8]([Br:11])[CH:9]=2)[N:4]([CH2:12][O:13][CH2:14][CH2:15][Si:16]([CH3:19])([CH3:18])[CH3:17])[C:3]1=[O:20]. The catalyst is CC(O)=O.[Zn]. The product is [Br:11][C:8]1[CH:9]=[C:10]2[CH2:2][C:3](=[O:20])[N:4]([CH2:12][O:13][CH2:14][CH2:15][Si:16]([CH3:19])([CH3:18])[CH3:17])[C:5]2=[N:6][CH:7]=1. The yield is 0.250. (2) The reactants are [C:1]([NH:8][CH2:9][CH2:10][C:11]1[CH:16]=[CH:15][C:14]([OH:17])=[CH:13][CH:12]=1)([O:3][C:4]([CH3:7])([CH3:6])[CH3:5])=[O:2].[CH2:18]([O:20][P:21](C#N)(=[O:25])[O:22][CH2:23][CH3:24])[CH3:19].C(N(CC)CC)C. The catalyst is ClCCl.O. The product is [CH2:18]([O:20][P:21]([O:17][C:14]1[CH:15]=[CH:16][C:11]([CH2:10][CH2:9][NH:8][C:1](=[O:2])[O:3][C:4]([CH3:6])([CH3:7])[CH3:5])=[CH:12][CH:13]=1)([O:22][CH2:23][CH3:24])=[O:25])[CH3:19]. The yield is 0.920. (3) The reactants are [NH2:1][C:2]1[CH:7]=[CH:6][CH:5]=[CH:4][CH:3]=1.[N+:8]([C:11]1[C:12](Cl)=[CH:13][CH:14]=[C:15]2[C:20]=1[N:19]=[CH:18][CH:17]=[CH:16]2)([O-:10])=[O:9]. The catalyst is N1C=CC=CC=1.CCOC(C)=O. The product is [N+:8]([C:11]1[C:12]([NH:1][C:2]2[CH:7]=[CH:6][CH:5]=[CH:4][CH:3]=2)=[CH:13][CH:14]=[C:15]2[C:20]=1[N:19]=[CH:18][CH:17]=[CH:16]2)([O-:10])=[O:9]. The yield is 0.890. (4) The reactants are [CH3:1][O:2][C:3]1[N:8]=[C:7]2[N:9]([CH2:14][CH:15]=O)[C:10](=[O:13])[CH:11]=[CH:12][C:6]2=[N:5][CH:4]=1.[N:17]1[C:22]2[O:23][CH2:24][CH2:25][O:26][C:21]=2[CH:20]=[C:19]([CH2:27][N:28]([CH:36]2[CH2:41][CH2:40][NH:39][CH2:38][CH2:37]2)[C:29](=[O:35])[O:30][C:31]([CH3:34])([CH3:33])[CH3:32])[N:18]=1.C(O[BH-](OC(=O)C)OC(=O)C)(=O)C.[Na+].C(=O)(O)[O-].[Na+]. The catalyst is C(Cl)(Cl)Cl.CO. The product is [N:17]1[C:22]2[O:23][CH2:24][CH2:25][O:26][C:21]=2[CH:20]=[C:19]([CH2:27][N:28]([CH:36]2[CH2:41][CH2:40][N:39]([CH2:15][CH2:14][N:9]3[C:7]4=[N:8][C:3]([O:2][CH3:1])=[CH:4][N:5]=[C:6]4[CH:12]=[CH:11][C:10]3=[O:13])[CH2:38][CH2:37]2)[C:29](=[O:35])[O:30][C:31]([CH3:34])([CH3:33])[CH3:32])[N:18]=1. The yield is 0.600.